The task is: Regression. Given a peptide amino acid sequence and an MHC pseudo amino acid sequence, predict their binding affinity value. This is MHC class I binding data.. This data is from Peptide-MHC class I binding affinity with 185,985 pairs from IEDB/IMGT. (1) The peptide sequence is DARYCSEFI. The MHC is HLA-A02:01 with pseudo-sequence HLA-A02:01. The binding affinity (normalized) is 0.132. (2) The peptide sequence is WDVFGNWF. The MHC is Mamu-A11 with pseudo-sequence Mamu-A11. The binding affinity (normalized) is 0.0910. (3) The peptide sequence is SYLKPHIFE. The MHC is HLA-B08:03 with pseudo-sequence HLA-B08:03. The binding affinity (normalized) is 0.0847.